Task: Predict which catalyst facilitates the given reaction.. Dataset: Catalyst prediction with 721,799 reactions and 888 catalyst types from USPTO (1) Reactant: [CH2:1]([C:4]1[C:13]2[O:12][CH2:11][C:10](=[O:14])[NH:9][C:8]=2[CH:7]=[CH:6][CH:5]=1)[CH:2]=[CH2:3].Cl[CH:16]([CH3:20])[C:17](=[O:19])[CH3:18].C([O-])([O-])=O.[K+].[K+]. Product: [CH3:20][CH:16]([N:9]1[C:8]2[CH:7]=[CH:6][CH:5]=[C:4]([CH2:1][CH:2]=[CH2:3])[C:13]=2[O:12][CH2:11][C:10]1=[O:14])[C:17](=[O:19])[CH3:18]. The catalyst class is: 21. (2) The catalyst class is: 757. Reactant: [CH2:1]([O:3][CH2:4][CH2:5][O:6][C:7]1[CH:12]=[C:11]([CH3:13])[C:10]([C:14]2[CH:19]=[CH:18][CH:17]=[C:16]([CH2:20][NH:21][C:22]3[CH:27]=[CH:26][C:25]([CH2:28][CH2:29][C:30]([OH:32])=[O:31])=[C:24]([F:33])[CH:23]=3)[CH:15]=2)=[C:9]([CH3:34])[CH:8]=1)[CH3:2].O.[C:36]1([S:42]([OH:45])(=[O:44])=[O:43])[CH:41]=[CH:40][CH:39]=[CH:38][CH:37]=1. Product: [C:36]1([S:42]([OH:45])(=[O:44])=[O:43])[CH:41]=[CH:40][CH:39]=[CH:38][CH:37]=1.[CH2:1]([O:3][CH2:4][CH2:5][O:6][C:7]1[CH:12]=[C:11]([CH3:13])[C:10]([C:14]2[CH:19]=[CH:18][CH:17]=[C:16]([CH2:20][NH:21][C:22]3[CH:27]=[CH:26][C:25]([CH2:28][CH2:29][C:30]([OH:32])=[O:31])=[C:24]([F:33])[CH:23]=3)[CH:15]=2)=[C:9]([CH3:34])[CH:8]=1)[CH3:2]. (3) Reactant: [CH3:1][O:2][CH2:3][CH2:4][O:5][C:6]1[C:7]([CH3:19])=[C:8]([CH:13]=[CH:14][C:15]=1[N+]([O-])=O)[C:9]([O:11][CH3:12])=[O:10].[CH3:20][S-:21].[Na+].C(OCC)(=O)C. Product: [CH3:1][O:2][CH2:3][CH2:4][O:5][C:6]1[C:7]([CH3:19])=[C:8]([CH:13]=[CH:14][C:15]=1[S:21][CH3:20])[C:9]([O:11][CH3:12])=[O:10]. The catalyst class is: 3. (4) Reactant: [C:1]([O:5][C:6](=[O:22])[NH:7][C:8]1[CH:13]=[C:12]([N:14]2[CH2:17][CH2:16][CH2:15]2)[C:11]([Cl:18])=[CH:10][C:9]=1[N+:19]([O-])=O)([CH3:4])([CH3:3])[CH3:2]. Product: [C:1]([O:5][C:6](=[O:22])[NH:7][C:8]1[CH:13]=[C:12]([N:14]2[CH2:17][CH2:16][CH2:15]2)[C:11]([Cl:18])=[CH:10][C:9]=1[NH2:19])([CH3:4])([CH3:2])[CH3:3]. The catalyst class is: 553. (5) The catalyst class is: 8. Reactant: Br[CH2:2][C:3]([C:5]1[CH:10]=[CH:9][C:8]([F:11])=[CH:7][CH:6]=1)=O.[N:12]1[CH:17]=[CH:16][CH:15]=[CH:14][C:13]=1[NH2:18]. Product: [F:11][C:8]1[CH:9]=[CH:10][C:5]([C:3]2[N:18]=[C:13]3[CH:14]=[CH:15][CH:16]=[CH:17][N:12]3[CH:2]=2)=[CH:6][CH:7]=1. (6) Reactant: [CH3:1][O:2][C:3]1[CH:8]=[C:7]([CH3:9])[C:6]([S:10]([N:13]([CH2:15][C:16]2[N:20]=[C:19]([C:21]([O:23]CC)=O)[O:18][N:17]=2)[CH3:14])(=[O:12])=[O:11])=[C:5]([CH3:26])[CH:4]=1.[N:27]1([CH2:32][CH2:33][N:34]2[CH2:39][CH2:38][NH:37][CH2:36][CH2:35]2)[CH2:31][CH2:30][CH2:29][CH2:28]1.C[Al](C)C. Product: [NH3:13].[CH3:1][O:2][C:3]1[CH:8]=[C:7]([CH3:9])[C:6]([S:10]([N:13]([CH3:14])[CH2:15][C:16]2[N:20]=[C:19]([C:21]([N:37]3[CH2:36][CH2:35][N:34]([CH2:33][CH2:32][N:27]4[CH2:28][CH2:29][CH2:30][CH2:31]4)[CH2:39][CH2:38]3)=[O:23])[O:18][N:17]=2)(=[O:11])=[O:12])=[C:5]([CH3:26])[CH:4]=1. The catalyst class is: 26.